Dataset: Peptide-MHC class I binding affinity with 185,985 pairs from IEDB/IMGT. Task: Regression. Given a peptide amino acid sequence and an MHC pseudo amino acid sequence, predict their binding affinity value. This is MHC class I binding data. (1) The peptide sequence is TQIFEVYWY. The MHC is HLA-A03:01 with pseudo-sequence HLA-A03:01. The binding affinity (normalized) is 0.305. (2) The peptide sequence is GASHNILVEV. The MHC is HLA-B58:01 with pseudo-sequence HLA-B58:01. The binding affinity (normalized) is 0.152.